From a dataset of Reaction yield outcomes from USPTO patents with 853,638 reactions. Predict the reaction yield, written as a fraction of the theoretical maximum amount of product (1.0 means a 100% yield; for example, 0.34 means a 34% yield). (1) The reactants are [NH3:1].CO.[CH2:4]([O:11][N:12]1[C:18](=[O:19])[N:17]2[CH2:20][C@H:13]1[CH2:14][CH2:15][C@H:16]2[C:21]1[O:25][N:24]=[C:23]([C:26]([O:28]CC)=O)[N:22]=1)[C:5]1[CH:10]=[CH:9][CH:8]=[CH:7][CH:6]=1. The catalyst is C(O)(C)C. The product is [CH2:4]([O:11][N:12]1[C:18](=[O:19])[N:17]2[CH2:20][C@H:13]1[CH2:14][CH2:15][C@H:16]2[C:21]1[O:25][N:24]=[C:23]([C:26]([NH2:1])=[O:28])[N:22]=1)[C:5]1[CH:10]=[CH:9][CH:8]=[CH:7][CH:6]=1. The yield is 0.400. (2) The reactants are Br[C:2]1[N:3]=[CH:4][C:5]([O:33][CH3:34])=[C:6]2[C:10]=1[NH:9][CH:8]=[C:7]2[C:11](=[O:32])[C:12]([N:14]1[CH2:19][CH2:18][N:17]([C:20]2[C:21](=[O:31])[C:22](=[O:30])[C:23]=2[C:24]2[CH:29]=[CH:28][CH:27]=[CH:26][CH:25]=2)[CH2:16][CH2:15]1)=[O:13].C([Sn](CCCC)(CCCC)[C:40]1[CH:45]=[N:44][CH:43]=[CH:42][N:41]=1)CCC. The catalyst is O1CCOCC1.CCOC(C)=O.C1C=CC([P]([Pd]([P](C2C=CC=CC=2)(C2C=CC=CC=2)C2C=CC=CC=2)([P](C2C=CC=CC=2)(C2C=CC=CC=2)C2C=CC=CC=2)[P](C2C=CC=CC=2)(C2C=CC=CC=2)C2C=CC=CC=2)(C2C=CC=CC=2)C2C=CC=CC=2)=CC=1. The product is [N:41]1[CH:42]=[CH:43][N:44]=[CH:45][C:40]=1[C:2]1[N:3]=[CH:4][C:5]([O:33][CH3:34])=[C:6]2[C:10]=1[NH:9][CH:8]=[C:7]2[C:11](=[O:32])[C:12]([N:14]1[CH2:19][CH2:18][N:17]([C:20]2[C:21](=[O:31])[C:22](=[O:30])[C:23]=2[C:24]2[CH:29]=[CH:28][CH:27]=[CH:26][CH:25]=2)[CH2:16][CH2:15]1)=[O:13]. The yield is 0.0700. (3) The reactants are [NH2:1][C:2]1[S:3][C:4]2[CH:33]=[CH:32][CH:31]=[CH:30][C:5]=2[C:6]=1[C:7]([N:9]1[CH2:14][CH2:13][CH:12]([N:15]2[CH2:29][CH2:28][CH2:27][C:17]3([C:21](=[O:22])[N:20]([CH:23]([CH3:25])[CH3:24])[C:19](=[O:26])[CH2:18]3)[CH2:16]2)[CH2:11][CH2:10]1)=[O:8].ClC(Cl)(Cl)[C:36]([N:38]=C=O)=[O:37].C(OC(C)C)(C)C. No catalyst specified. The product is [CH:23]([N:20]1[C:19](=[O:26])[CH2:18][C:17]2([CH2:27][CH2:28][CH2:29][N:15]([CH:12]3[CH2:13][CH2:14][N:9]([C:7]([C:6]4[C:5]5[CH:30]=[CH:31][CH:32]=[CH:33][C:4]=5[S:3][C:2]=4[NH:1][C:36]([NH2:38])=[O:37])=[O:8])[CH2:10][CH2:11]3)[CH2:16]2)[C:21]1=[O:22])([CH3:25])[CH3:24]. The yield is 0.700.